Dataset: Forward reaction prediction with 1.9M reactions from USPTO patents (1976-2016). Task: Predict the product of the given reaction. (1) Given the reactants [CH3:1][C:2]1[C:6]2[CH:7]=[CH:8][CH:9]=[CH:10][C:5]=2[O:4][C:3]=1[CH:11]=O.[O:13]1[C:19]2[CH:20]=[CH:21][C:22]([S:24]([NH2:27])(=[O:26])=[O:25])=[CH:23][C:18]=2[O:17][CH2:16][CH2:15][CH2:14]1.O.[O-2].[O-2].[O-2].O=[Si]=O.O=[Si]=O.O=[Si]=O.O=[Si]=O.[Al+3].[Al+3], predict the reaction product. The product is: [CH3:1][C:2]1[C:6]2[CH:7]=[CH:8][CH:9]=[CH:10][C:5]=2[O:4][C:3]=1[CH:11]=[N:27][S:24]([C:22]1[CH:21]=[CH:20][C:19]2[O:13][CH2:14][CH2:15][CH2:16][O:17][C:18]=2[CH:23]=1)(=[O:25])=[O:26]. (2) Given the reactants [CH:1]1([CH2:6][CH:7]([C:11]2[CH:16]=[CH:15][C:14]([N+:17]([O-])=O)=[CH:13][CH:12]=2)[C:8]([OH:10])=[O:9])[CH2:5][CH2:4][CH2:3][CH2:2]1.[H][H], predict the reaction product. The product is: [NH2:17][C:14]1[CH:13]=[CH:12][C:11]([CH:7]([CH2:6][CH:1]2[CH2:5][CH2:4][CH2:3][CH2:2]2)[C:8]([OH:10])=[O:9])=[CH:16][CH:15]=1. (3) Given the reactants N#N.[H-].[Na+].[F:5][C:6]1[CH:11]=[CH:10][C:9]([CH:12](N(C)C)[C:13]#N)=[CH:8][CH:7]=1.[F:18][C:19]([F:29])([F:28])[C:20]1[CH:27]=[CH:26][C:23](CCl)=[CH:22][CH:21]=1.S(=O)(=O)(O)[OH:31], predict the reaction product. The product is: [F:5][C:6]1[CH:11]=[CH:10][C:9]([C:12](=[O:31])[CH2:13][C:23]2[CH:26]=[CH:27][C:20]([C:19]([F:29])([F:28])[F:18])=[CH:21][CH:22]=2)=[CH:8][CH:7]=1. (4) Given the reactants [NH2:1][C:2]1[CH:3]=[C:4]([C:8]2[C:16]([C:17]3[CH:22]=[CH:21][N:20]=[C:19]([NH:23][C:24]4[CH:29]=[CH:28][CH:27]=[C:26]([O:30][CH2:31][CH2:32][N:33]([CH2:36][CH3:37])[CH2:34][CH3:35])[CH:25]=4)[N:18]=3)=[C:11]3[CH:12]=[CH:13][CH:14]=[CH:15][N:10]3[N:9]=2)[CH:5]=[CH:6][CH:7]=1.[S:38]1[CH:42]=[CH:41][CH:40]=[C:39]1[CH2:43][C:44](Cl)=[O:45], predict the reaction product. The product is: [CH2:34]([N:33]([CH2:36][CH3:37])[CH2:32][CH2:31][O:30][C:26]1[CH:25]=[C:24]([NH:23][C:19]2[N:18]=[C:17]([C:16]3[C:8]([C:4]4[CH:3]=[C:2]([NH:1][C:44](=[O:45])[CH2:43][C:39]5[S:38][CH:42]=[CH:41][CH:40]=5)[CH:7]=[CH:6][CH:5]=4)=[N:9][N:10]4[CH:15]=[CH:14][CH:13]=[CH:12][C:11]=34)[CH:22]=[CH:21][N:20]=2)[CH:29]=[CH:28][CH:27]=1)[CH3:35]. (5) Given the reactants [CH3:1][O:2][C:3]1[CH:11]=[C:10]2[C:6]([CH:7]=[N:8][NH:9]2)=[CH:5][C:4]=1[NH:12][C:13]1[C:14]2[C:21]3[CH2:22][CH2:23][CH:24]([C:26](O)=[O:27])[CH2:25][C:20]=3[S:19][C:15]=2[N:16]=[CH:17][N:18]=1.[NH:29]1[CH2:34][CH2:33][CH2:32][CH2:31][CH2:30]1, predict the reaction product. The product is: [CH3:1][O:2][C:3]1[CH:11]=[C:10]2[C:6]([CH:7]=[N:8][NH:9]2)=[CH:5][C:4]=1[NH:12][C:13]1[C:14]2[C:21]3[CH2:22][CH2:23][CH:24]([C:26]([N:29]4[CH2:34][CH2:33][CH2:32][CH2:31][CH2:30]4)=[O:27])[CH2:25][C:20]=3[S:19][C:15]=2[N:16]=[CH:17][N:18]=1. (6) Given the reactants [O:1]1[C:5]2[CH:6]=[CH:7][CH:8]=[CH:9][C:4]=2[N:3]=[C:2]1[N:10]1[CH2:15][CH2:14][N:13]([C:16](=[O:32])[C@@H:17]([NH:24]C(=O)OC(C)(C)C)[CH2:18][C:19]2[S:20][CH:21]=[CH:22][CH:23]=2)[CH2:12][CH2:11]1.[ClH:33], predict the reaction product. The product is: [ClH:33].[NH2:24][C@@H:17]([CH2:18][C:19]1[S:20][CH:21]=[CH:22][CH:23]=1)[C:16]([N:13]1[CH2:14][CH2:15][N:10]([C:2]2[O:1][C:5]3[CH:6]=[CH:7][CH:8]=[CH:9][C:4]=3[N:3]=2)[CH2:11][CH2:12]1)=[O:32].